Dataset: Reaction yield outcomes from USPTO patents with 853,638 reactions. Task: Predict the reaction yield, written as a fraction of the theoretical maximum amount of product (1.0 means a 100% yield; for example, 0.34 means a 34% yield). (1) The reactants are [NH2:1][C:2]1[CH:7]=[CH:6][C:5]([Br:8])=[CH:4][C:3]=1[C:9]([F:12])([F:11])[F:10].CCN(CC)CC.[CH3:20][S:21](Cl)(=[O:23])=[O:22]. The catalyst is C(Cl)Cl.O. The product is [Br:8][C:5]1[CH:6]=[CH:7][C:2]([NH:1][S:21]([CH3:20])(=[O:23])=[O:22])=[C:3]([C:9]([F:12])([F:10])[F:11])[CH:4]=1. The yield is 0.310. (2) The yield is 0.670. The catalyst is C(#N)C.N1C=CC=CC=1. The reactants are [CH2:1]([OH:8])[C:2]1[CH:7]=[CH:6][CH:5]=[CH:4][CH:3]=1.Cl[S:10]([N:13]=[C:14]=[O:15])(=[O:12])=[O:11].[CH:16]1([CH2:19][NH2:20])[CH2:18][CH2:17]1.Cl. The product is [CH:16]1([CH2:19][NH:20][S:10]([NH:13][C:14](=[O:15])[O:8][CH2:1][C:2]2[CH:7]=[CH:6][CH:5]=[CH:4][CH:3]=2)(=[O:12])=[O:11])[CH2:18][CH2:17]1. (3) The reactants are [CH2:1]([N:8]1[C:17]2[C:12](=[CH:13][CH:14]=[C:15]([F:18])[CH:16]=2)[N:11]([C:19](=[O:28])[C:20]2[CH:25]=[CH:24][CH:23]=[C:22]([O:26]C)[CH:21]=2)[C@H:10]([CH2:29][CH3:30])[C:9]1=[O:31])[C:2]1[CH:7]=[CH:6][CH:5]=[CH:4][CH:3]=1.C([C@H]1N(C(=O)C2C=CC(O)=CC=2)C2C(=CC(F)=CC=2)N(C)C1=O)C. No catalyst specified. The product is [CH2:1]([N:8]1[C:17]2[C:12](=[CH:13][CH:14]=[C:15]([F:18])[CH:16]=2)[N:11]([C:19](=[O:28])[C:20]2[CH:25]=[CH:24][CH:23]=[C:22]([OH:26])[CH:21]=2)[C@H:10]([CH2:29][CH3:30])[C:9]1=[O:31])[C:2]1[CH:7]=[CH:6][CH:5]=[CH:4][CH:3]=1. The yield is 0.740. (4) The reactants are Br[C:2]1[CH:3]=[C:4]([O:8][CH2:9][CH3:10])[CH:5]=[CH:6][CH:7]=1.C1(C)C=CC=CC=1.C(=O)([O-])[O-].[Na+].[Na+].[OH:24][CH2:25][C:26]1[CH:31]=[CH:30][C:29](B(O)O)=[CH:28][CH:27]=1. The catalyst is C1C=CC([P]([Pd]([P](C2C=CC=CC=2)(C2C=CC=CC=2)C2C=CC=CC=2)([P](C2C=CC=CC=2)(C2C=CC=CC=2)C2C=CC=CC=2)[P](C2C=CC=CC=2)(C2C=CC=CC=2)C2C=CC=CC=2)(C2C=CC=CC=2)C2C=CC=CC=2)=CC=1.C(O)C. The product is [CH2:9]([O:8][C:4]1[CH:3]=[C:2]([C:29]2[CH:30]=[CH:31][C:26]([CH2:25][OH:24])=[CH:27][CH:28]=2)[CH:7]=[CH:6][CH:5]=1)[CH3:10]. The yield is 0.900. (5) The reactants are [OH:1][CH2:2][CH2:3][N:4]1[CH2:9][CH2:8][O:7][CH2:6][CH2:5]1.[OH-].[K+].F[C:13]1[CH:18]=[CH:17][C:16]([N+:19]([O-:21])=[O:20])=[C:15]([O:22][CH3:23])[CH:14]=1. The catalyst is CCCCCCCC[N+](CCCCCCCC)(CCCCCCCC)C.[Cl-]. The product is [CH3:23][O:22][C:15]1[CH:14]=[C:13]([CH:18]=[CH:17][C:16]=1[N+:19]([O-:21])=[O:20])[O:1][CH2:2][CH2:3][N:4]1[CH2:9][CH2:8][O:7][CH2:6][CH2:5]1. The yield is 0.570.